From a dataset of Forward reaction prediction with 1.9M reactions from USPTO patents (1976-2016). Predict the product of the given reaction. Given the reactants [OH:1][C:2]([CH3:38])([CH3:37])[CH2:3][C@@:4]1([C:31]2[CH:36]=[CH:35][CH:34]=[CH:33][CH:32]=2)[O:9][C:8](=[O:10])[N:7]([C@H:11]([C:13]2[CH:18]=[CH:17][C:16]([C:19]3[CH:24]=[CH:23][N:22]=[C:21]([C:25]4([C:28](O)=[O:29])[CH2:27][CH2:26]4)[CH:20]=3)=[CH:15][CH:14]=2)[CH3:12])[CH2:6][CH2:5]1.[NH3:39], predict the reaction product. The product is: [OH:1][C:2]([CH3:37])([CH3:38])[CH2:3][C@@:4]1([C:31]2[CH:32]=[CH:33][CH:34]=[CH:35][CH:36]=2)[O:9][C:8](=[O:10])[N:7]([C@H:11]([C:13]2[CH:18]=[CH:17][C:16]([C:19]3[CH:24]=[CH:23][N:22]=[C:21]([C:25]4([C:28]([NH2:39])=[O:29])[CH2:26][CH2:27]4)[CH:20]=3)=[CH:15][CH:14]=2)[CH3:12])[CH2:6][CH2:5]1.